This data is from Peptide-MHC class I binding affinity with 185,985 pairs from IEDB/IMGT. The task is: Regression. Given a peptide amino acid sequence and an MHC pseudo amino acid sequence, predict their binding affinity value. This is MHC class I binding data. (1) The peptide sequence is VDICFWSTI. The MHC is HLA-A23:01 with pseudo-sequence HLA-A23:01. The binding affinity (normalized) is 0.128. (2) The peptide sequence is NSSKVSQNY. The MHC is HLA-B54:01 with pseudo-sequence HLA-B54:01. The binding affinity (normalized) is 0. (3) The peptide sequence is GYGATSSSL. The MHC is HLA-A02:01 with pseudo-sequence HLA-A02:01. The binding affinity (normalized) is 0.